This data is from Forward reaction prediction with 1.9M reactions from USPTO patents (1976-2016). The task is: Predict the product of the given reaction. (1) Given the reactants C(C1C([N+]([O-])=O)=CC(CC)=[C:8]([N:10]2[C:15](=[O:16])[CH:14]=[CH:13][CH:12]=[N:11]2)[CH:9]=1)(=O)C.[NH2:22][C:23]1[CH:32]=[CH:31][C:30]([F:33])=[C:29]2[C:24]=1[CH:25]=[CH:26][CH:27]=[N:28]2.[CH2:34]([OH:36])[CH3:35], predict the reaction product. The product is: [C:34]([C:13]1[C:12]([C:23]2[CH:32]=[CH:31][CH:30]=[CH:29][CH:24]=2)=[N:11][N:10]([CH2:8][CH3:9])[C:15](=[O:16])[C:14]=1[NH:22][C:23]1[CH:32]=[CH:31][C:30]([F:33])=[C:29]2[C:24]=1[CH:25]=[CH:26][CH:27]=[N:28]2)(=[O:36])[CH3:35]. (2) The product is: [CH3:13][O:12][C:10](=[O:11])[CH2:9][C:3]1[CH:4]=[C:5]([Cl:8])[CH:6]=[CH:7][C:2]=1[C:19]1[CH:20]=[CH:21][C:16]([S:15][CH3:14])=[CH:17][CH:18]=1. Given the reactants Br[C:2]1[CH:7]=[CH:6][C:5]([Cl:8])=[CH:4][C:3]=1[CH2:9][C:10]([O:12][CH3:13])=[O:11].[CH3:14][S:15][C:16]1[CH:21]=[CH:20][C:19](B(O)O)=[CH:18][CH:17]=1.[F-].[Cs+], predict the reaction product. (3) Given the reactants [CH:1]1[C:2]2[C:17](=[O:18])[C:16]([C:19]([OH:21])=[O:20])=[CH:15][N:14]([CH:22]3[CH2:24][CH2:23]3)[C:3]=2[CH:4]=[C:5]([N:8]2[CH2:13][CH2:12][NH:11][CH2:10][CH2:9]2)[C:6]=1[F:7].Cl.[C:26](O[C:26]([O:28][C:29]([CH3:32])([CH3:31])[CH3:30])=[O:27])([O:28][C:29]([CH3:32])([CH3:31])[CH3:30])=[O:27].[OH-].[Na+], predict the reaction product. The product is: [C:29]([O:28][C:26]([N:11]1[CH2:10][CH2:9][N:8]([C:5]2[CH:4]=[C:3]3[C:2]([C:17](=[O:18])[C:16]([C:19]([OH:21])=[O:20])=[CH:15][N:14]3[CH:22]3[CH2:23][CH2:24]3)=[CH:1][C:6]=2[F:7])[CH2:13][CH2:12]1)=[O:27])([CH3:32])([CH3:31])[CH3:30]. (4) Given the reactants [F:1][C:2]([Si](C)(C)C)([F:4])[F:3].[Br:9][C:10]1[CH:15]=[CH:14][C:13]([CH:16]([CH3:30])[C:17]([C:19]2[CH:20]=[CH:21][C:22]3[O:26][C:25](=[O:27])[N:24]([CH3:28])[C:23]=3[CH:29]=2)=[O:18])=[C:12]([Cl:31])[CH:11]=1.O.O.O.[F-].C([N+](CCCC)(CCCC)CCCC)CCC.[F-].C([N+](CCCC)(CCCC)CCCC)CCC, predict the reaction product. The product is: [Br:9][C:10]1[CH:15]=[CH:14][C:13]([CH:16]([CH3:30])[C:17]([C:19]2[CH:20]=[CH:21][C:22]3[O:26][C:25](=[O:27])[N:24]([CH3:28])[C:23]=3[CH:29]=2)([OH:18])[C:2]([F:4])([F:3])[F:1])=[C:12]([Cl:31])[CH:11]=1. (5) Given the reactants [N+:1]([C:4]1[CH:12]=[C:11]([C:13]([F:16])([F:15])[F:14])[CH:10]=[CH:9][C:5]=1[C:6]([OH:8])=[O:7])([O-:3])=[O:2].OS(O)(=O)=O.[CH3:22]O, predict the reaction product. The product is: [N+:1]([C:4]1[CH:12]=[C:11]([C:13]([F:14])([F:15])[F:16])[CH:10]=[CH:9][C:5]=1[C:6]([O:8][CH3:22])=[O:7])([O-:3])=[O:2]. (6) Given the reactants [CH3:1][CH:2]([C:8](=[O:10])[CH3:9])[C:3]([O:5][CH2:6][CH3:7])=[O:4].[H-].[Na+].[CH2:13]([Li])[CH2:14][CH2:15]C.C(Br)C=C, predict the reaction product. The product is: [CH3:1][CH:2]([C:8](=[O:10])[CH2:9][CH2:15][CH:14]=[CH2:13])[C:3]([O:5][CH2:6][CH3:7])=[O:4].